Dataset: NCI-60 drug combinations with 297,098 pairs across 59 cell lines. Task: Regression. Given two drug SMILES strings and cell line genomic features, predict the synergy score measuring deviation from expected non-interaction effect. (1) Drug 1: C1=NC(=NC(=O)N1C2C(C(C(O2)CO)O)O)N. Drug 2: C1CN(CCN1C(=O)CCBr)C(=O)CCBr. Cell line: T-47D. Synergy scores: CSS=5.42, Synergy_ZIP=-2.39, Synergy_Bliss=0.688, Synergy_Loewe=-6.08, Synergy_HSA=-5.96. (2) Drug 1: C1=CC=C(C(=C1)C(C2=CC=C(C=C2)Cl)C(Cl)Cl)Cl. Drug 2: CC1=C(C=C(C=C1)C(=O)NC2=CC(=CC(=C2)C(F)(F)F)N3C=C(N=C3)C)NC4=NC=CC(=N4)C5=CN=CC=C5. Cell line: SN12C. Synergy scores: CSS=2.27, Synergy_ZIP=2.01, Synergy_Bliss=6.23, Synergy_Loewe=7.00, Synergy_HSA=2.44. (3) Drug 1: C(=O)(N)NO. Drug 2: CC12CCC3C(C1CCC2O)C(CC4=C3C=CC(=C4)O)CCCCCCCCCS(=O)CCCC(C(F)(F)F)(F)F. Cell line: SR. Synergy scores: CSS=-2.04, Synergy_ZIP=0.105, Synergy_Bliss=-4.46, Synergy_Loewe=-6.98, Synergy_HSA=-9.44. (4) Drug 1: C1=C(C(=O)NC(=O)N1)N(CCCl)CCCl. Drug 2: C1=CC=C(C(=C1)C(C2=CC=C(C=C2)Cl)C(Cl)Cl)Cl. Cell line: SW-620. Synergy scores: CSS=32.4, Synergy_ZIP=5.21, Synergy_Bliss=5.95, Synergy_Loewe=-7.90, Synergy_HSA=5.69. (5) Drug 1: CC1=CC2C(CCC3(C2CCC3(C(=O)C)OC(=O)C)C)C4(C1=CC(=O)CC4)C. Drug 2: CN(C)C1=NC(=NC(=N1)N(C)C)N(C)C. Cell line: NCI-H460. Synergy scores: CSS=-2.41, Synergy_ZIP=0.793, Synergy_Bliss=1.97, Synergy_Loewe=-0.724, Synergy_HSA=-0.613. (6) Cell line: T-47D. Drug 1: CCC1(CC2CC(C3=C(CCN(C2)C1)C4=CC=CC=C4N3)(C5=C(C=C6C(=C5)C78CCN9C7C(C=CC9)(C(C(C8N6C)(C(=O)OC)O)OC(=O)C)CC)OC)C(=O)OC)O.OS(=O)(=O)O. Drug 2: C1C(C(OC1N2C=NC(=NC2=O)N)CO)O. Synergy scores: CSS=2.65, Synergy_ZIP=1.64, Synergy_Bliss=4.17, Synergy_Loewe=-0.596, Synergy_HSA=1.16.